This data is from Full USPTO retrosynthesis dataset with 1.9M reactions from patents (1976-2016). The task is: Predict the reactants needed to synthesize the given product. (1) Given the product [Cl:33][C:17]1[C:18]([C:22]([NH:24][CH2:25][CH2:26][CH:27]2[CH2:28][CH2:29][CH2:30][CH2:31][CH2:32]2)=[O:23])=[C:19]2[C:14](=[CH:15][CH:16]=1)[N:13]=[C:12]([N:9]1[CH2:8][CH2:7][CH:6]([C:4]([OH:5])=[O:3])[CH2:11][CH2:10]1)[CH:21]=[CH:20]2, predict the reactants needed to synthesize it. The reactants are: C([O:3][C:4]([CH:6]1[CH2:11][CH2:10][N:9]([C:12]2[CH:21]=[CH:20][C:19]3[C:14](=[CH:15][CH:16]=[C:17]([Cl:33])[C:18]=3[C:22]([NH:24][CH2:25][CH2:26][CH:27]3[CH2:32][CH2:31][CH2:30][CH2:29][CH2:28]3)=[O:23])[N:13]=2)[CH2:8][CH2:7]1)=[O:5])C.CO.[OH-].[K+]. (2) The reactants are: C[O:2][C:3]1[C:12]2[CH:13]=[CH:14][O:15][C:11]=2[N:10]=[C:9]2[C:4]=1[CH:5]=[CH:6][CH:7]=[CH:8]2.Br. Given the product [O:15]1[C:11]2=[N:10][C:9]3[C:4]([C:3](=[O:2])[C:12]2=[CH:13][CH2:14]1)=[CH:5][CH:6]=[CH:7][CH:8]=3, predict the reactants needed to synthesize it. (3) Given the product [ClH:40].[F:1][C:2]1[C:7]([F:8])=[CH:6][CH:5]=[CH:4][C:3]=1[S:9]([N:12]1[C:16]([C:17]2[C:18]([F:23])=[N:19][CH:20]=[CH:21][CH:22]=2)=[CH:15][C:14]([CH2:24][NH:25][CH3:26])=[CH:13]1)(=[O:11])=[O:10], predict the reactants needed to synthesize it. The reactants are: [F:1][C:2]1[C:7]([F:8])=[CH:6][CH:5]=[CH:4][C:3]=1[S:9]([N:12]1[C:16]([C:17]2[C:18]([F:23])=[N:19][CH:20]=[CH:21][CH:22]=2)=[CH:15][C:14]([CH2:24][N:25](C)[C:26](=O)OC(C)(C)C)=[CH:13]1)(=[O:11])=[O:10].C(OCC)(=O)C.[ClH:40]. (4) Given the product [Cl:27][CH2:23][C:19]1[CH:18]=[C:17]([C:3]2[C:2]([CH3:1])=[CH:7][C:6]([O:8][CH2:9][CH2:10][CH2:11][S:12]([CH3:15])(=[O:14])=[O:13])=[CH:5][C:4]=2[CH3:16])[CH:22]=[CH:21][CH:20]=1, predict the reactants needed to synthesize it. The reactants are: [CH3:1][C:2]1[CH:7]=[C:6]([O:8][CH2:9][CH2:10][CH2:11][S:12]([CH3:15])(=[O:14])=[O:13])[CH:5]=[C:4]([CH3:16])[C:3]=1[C:17]1[CH:22]=[CH:21][CH:20]=[C:19]([CH2:23]O)[CH:18]=1.P(Cl)(Cl)([Cl:27])=O.O.CO. (5) The reactants are: [F:1][C:2]1[CH:3]=[C:4]([CH:8]2[CH:13]([CH2:14][N:15]([C@@H:23]([C:25]3[C:34]4[C:29](=[CH:30][CH:31]=[CH:32][CH:33]=4)[CH:28]=[CH:27][CH:26]=3)[CH3:24])[C:16](=[O:22])[O:17][C:18]([CH3:21])([CH3:20])[CH3:19])[CH2:12][CH2:11][NH:10][CH2:9]2)[CH:5]=[CH:6][CH:7]=1.Cl[C:36](=[O:44])[CH2:37][CH2:38][C:39]([O:41][CH2:42][CH3:43])=[O:40].C1COCC1.[Cl-].[NH4+]. Given the product [C:18]([O:17][C:16]([N:15]([CH2:14][CH:13]1[CH2:12][CH2:11][N:10]([C:36](=[O:44])[CH2:37][CH2:38][C:39]([O:41][CH2:42][CH3:43])=[O:40])[CH2:9][CH:8]1[C:4]1[CH:5]=[CH:6][CH:7]=[C:2]([F:1])[CH:3]=1)[C@@H:23]([C:25]1[C:34]2[C:29](=[CH:30][CH:31]=[CH:32][CH:33]=2)[CH:28]=[CH:27][CH:26]=1)[CH3:24])=[O:22])([CH3:19])([CH3:21])[CH3:20], predict the reactants needed to synthesize it.